Dataset: M1 muscarinic receptor agonist screen with 61,833 compounds. Task: Binary Classification. Given a drug SMILES string, predict its activity (active/inactive) in a high-throughput screening assay against a specified biological target. (1) The drug is s1c2c(CCN(C2)C)c2c1nc(SCC(=O)N1CCC(CC1)C)nc2N. The result is 0 (inactive). (2) The compound is s1c2c(CCCC2)c2c1nc([nH]c2=O)CCC(=O)N1CCN(CC1)C(OCC)=O. The result is 0 (inactive). (3) The molecule is S(CC(=O)N1CCc2c1cccc2)Cc1nc(oc1C)c1cc(OC)ccc1. The result is 0 (inactive). (4) The molecule is O(c1cc(c2[nH]nc(n2)N)ccc1OC)C. The result is 0 (inactive). (5) The compound is Clc1c(CNc2c(ccc(c2)c2sc3n(n2)c(nn3)C)C)c(F)ccc1. The result is 0 (inactive).